This data is from Forward reaction prediction with 1.9M reactions from USPTO patents (1976-2016). The task is: Predict the product of the given reaction. (1) Given the reactants Cl.[CH3:2][O:3][C:4]1[CH:5]=[C:6]([C:12]2[C:13]([CH3:25])([CH3:24])[C:14](=[O:23])[N:15]([CH:17]3[CH2:22][CH2:21][NH:20][CH2:19][CH2:18]3)[N:16]=2)[CH:7]=[CH:8][C:9]=1[O:10][CH3:11].[F:26][C:27]1[C:28]([C:34](O)=[O:35])=[N:29][CH:30]=[C:31]([F:33])[CH:32]=1, predict the reaction product. The product is: [F:26][C:27]1[C:28]([C:34]([N:20]2[CH2:21][CH2:22][CH:17]([N:15]3[C:14](=[O:23])[C:13]([CH3:25])([CH3:24])[C:12]([C:6]4[CH:7]=[CH:8][C:9]([O:10][CH3:11])=[C:4]([O:3][CH3:2])[CH:5]=4)=[N:16]3)[CH2:18][CH2:19]2)=[O:35])=[N:29][CH:30]=[C:31]([F:33])[CH:32]=1. (2) Given the reactants [C:1]([O:5][C:6]([NH:8][C:9]([CH3:14])([CH3:13])[C:10]([OH:12])=O)=[O:7])([CH3:4])([CH3:3])[CH3:2].Cl.C(N=C=NCCCN(C)C)C.Cl.[CH3:28][NH:29][O:30][CH3:31].C(N(CC)CC)C, predict the reaction product. The product is: [C:1]([O:5][C:6](=[O:7])[NH:8][C:9]([C:10](=[O:12])[N:29]([O:30][CH3:31])[CH3:28])([CH3:14])[CH3:13])([CH3:2])([CH3:3])[CH3:4].